This data is from Full USPTO retrosynthesis dataset with 1.9M reactions from patents (1976-2016). The task is: Predict the reactants needed to synthesize the given product. (1) Given the product [N:9]1([CH2:8][C:7]2[CH:15]=[CH:16][C:4]([NH2:1])=[CH:5][CH:6]=2)[CH2:14][CH2:13][O:12][CH2:11][CH2:10]1, predict the reactants needed to synthesize it. The reactants are: [N+:1]([C:4]1[CH:16]=[CH:15][C:7]([CH2:8][N:9]2[CH2:14][CH2:13][O:12][CH2:11][CH2:10]2)=[CH:6][CH:5]=1)([O-])=O.C(O)(=O)C.[OH-].[Na+]. (2) Given the product [CH2:1]([O:8][C:9](=[O:10])[N:11]([CH2:12][CH2:13][CH2:14][C:15](=[O:17])[NH:46][C:42]1[CH:43]=[CH:44][CH:45]=[C:40]([O:39][CH3:38])[C:41]=1[NH2:47])[CH3:18])[C:2]1[CH:3]=[CH:4][CH:5]=[CH:6][CH:7]=1, predict the reactants needed to synthesize it. The reactants are: [CH2:1]([O:8][C:9]([N:11]([CH3:18])[CH2:12][CH2:13][CH2:14][C:15]([OH:17])=O)=[O:10])[C:2]1[CH:7]=[CH:6][CH:5]=[CH:4][CH:3]=1.CCN(C(C)C)C(C)C.C1C=CC2N(O)N=NC=2C=1.[CH3:38][O:39][C:40]1[CH:45]=[CH:44][CH:43]=[C:42]([NH2:46])[C:41]=1[NH2:47].C([O-])(O)=O.[Na+].